From a dataset of Full USPTO retrosynthesis dataset with 1.9M reactions from patents (1976-2016). Predict the reactants needed to synthesize the given product. (1) Given the product [NH2:23][C:20]1[CH:21]=[CH:22][C:17]([C:13]2[CH:14]=[C:15]3[C:10](=[CH:11][CH:12]=2)[C:9](=[O:26])[N:8]([C@@H:3]([CH:2]([CH3:27])[CH3:1])[C:4]([O:6][CH3:7])=[O:5])[CH2:16]3)=[CH:18][CH:19]=1, predict the reactants needed to synthesize it. The reactants are: [CH3:1][CH:2]([CH3:27])[C@H:3]([N:8]1[CH2:16][C:15]2[C:10](=[CH:11][CH:12]=[C:13]([C:17]3[CH:22]=[CH:21][C:20]([N+:23]([O-])=O)=[CH:19][CH:18]=3)[CH:14]=2)[C:9]1=[O:26])[C:4]([O:6][CH3:7])=[O:5].[Cl-].[NH4+].C1COCC1.O. (2) Given the product [F:32][C:30]1[CH:31]=[C:26]([NH:25][C:23](=[O:24])[CH2:22][N:13]2[C:14]3([CH2:19][CH2:18][CH2:17][CH2:16]3)[N:15]=[C:11]([C:8]3[CH:7]=[CH:6][C:5]([O:4][CH3:3])=[CH:10][CH:9]=3)[C:12]2=[O:20])[CH:27]=[C:28]([F:33])[CH:29]=1, predict the reactants needed to synthesize it. The reactants are: [H-].[Na+].[CH3:3][O:4][C:5]1[CH:10]=[CH:9][C:8]([C:11]2[C:12](=[O:20])[NH:13][C:14]3([CH2:19][CH2:18][CH2:17][CH2:16]3)[N:15]=2)=[CH:7][CH:6]=1.Br[CH2:22][C:23]([NH:25][C:26]1[CH:31]=[C:30]([F:32])[CH:29]=[C:28]([F:33])[CH:27]=1)=[O:24]. (3) Given the product [Cl:15][C:9]1[C:10]([Cl:14])=[CH:11][CH:12]=[CH:13][C:8]=1[C:6]1[N:5]=[C:4]([NH2:16])[N:3]=[C:2]([NH:26][CH2:25][CH2:24][C:21]2[N:20]=[C:19]([CH3:18])[NH:23][N:22]=2)[CH:7]=1, predict the reactants needed to synthesize it. The reactants are: Cl[C:2]1[CH:7]=[C:6]([C:8]2[CH:13]=[CH:12][CH:11]=[C:10]([Cl:14])[C:9]=2[Cl:15])[N:5]=[C:4]([NH2:16])[N:3]=1.Cl.[CH3:18][C:19]1[NH:23][N:22]=[C:21]([CH2:24][CH2:25][NH2:26])[N:20]=1.C(N(CC)C(C)C)(C)C.CO. (4) Given the product [C:14]([O:13][C:11](=[O:12])[NH:10][C:8]1[S:9][C:5]([CH2:3][OH:2])=[C:6]([CH3:18])[N:7]=1)([CH3:17])([CH3:15])[CH3:16], predict the reactants needed to synthesize it. The reactants are: C[O:2][C:3]([C:5]1[S:9][C:8]([NH:10][C:11]([O:13][C:14]([CH3:17])([CH3:16])[CH3:15])=[O:12])=[N:7][C:6]=1[CH3:18])=O.[H-].[Al+3].[Li+].[H-].[H-].[H-]. (5) Given the product [OH:13][CH2:12][CH2:11][CH2:10][N:9]1[C:7](=[O:8])[CH:2]2[CH:3]([CH2:1]2)[C:4]1=[O:6], predict the reactants needed to synthesize it. The reactants are: [CH2:1]1[CH:3]2[C:4]([O:6][C:7](=[O:8])[CH:2]12)=O.[NH2:9][CH2:10][CH2:11][CH2:12][OH:13].